Dataset: Catalyst prediction with 721,799 reactions and 888 catalyst types from USPTO. Task: Predict which catalyst facilitates the given reaction. (1) Reactant: [Br:1][C:2]1[CH:7]=[CH:6][C:5]([OH:8])=[CH:4][C:3]=1[F:9].O([CH2:18][C:19]([F:25])([F:24])[C:20]([F:23])([F:22])[F:21])S(C(F)(F)F)(=O)=O.C(=O)([O-])[O-].[K+].[K+]. Product: [Br:1][C:2]1[CH:7]=[CH:6][C:5]([O:8][CH2:18][C:19]([F:25])([F:24])[C:20]([F:23])([F:22])[F:21])=[CH:4][C:3]=1[F:9]. The catalyst class is: 21. (2) Reactant: [C:1]([C:5]1[N:6]=[N:7][C:8](Cl)=[CH:9][CH:10]=1)([CH3:4])([CH3:3])[CH3:2].[CH3:12][O-:13].[Na+]. Product: [C:1]([C:5]1[N:6]=[N:7][C:8]([O:13][CH3:12])=[CH:9][CH:10]=1)([CH3:4])([CH3:3])[CH3:2]. The catalyst class is: 5. (3) Reactant: Cl[C:2]1[C:11]2[C:6](=[C:7]([N+:12]([O-:14])=[O:13])[CH:8]=[CH:9][CH:10]=2)[N:5]=[CH:4][N:3]=1.C([O-])([O-])=O.[K+].[K+].Cl.[CH3:22][C:23]1([CH3:30])[CH2:28][CH2:27][CH:26]([NH2:29])[CH2:25][CH2:24]1.O. Product: [CH3:22][C:23]1([CH3:30])[CH2:28][CH2:27][CH:26]([NH:29][C:2]2[C:11]3[C:6](=[C:7]([N+:12]([O-:14])=[O:13])[CH:8]=[CH:9][CH:10]=3)[N:5]=[CH:4][N:3]=2)[CH2:25][CH2:24]1. The catalyst class is: 23. (4) Reactant: [NH2:1][C@@H:2]([CH:5]([CH3:7])[CH3:6])[CH2:3][OH:4].[CH2:8]1[CH2:14][S:11](=[O:13])(=[O:12])[O:10][CH2:9]1. Product: [OH:4][CH2:3][C@@H:2]([NH:1][CH2:9][CH2:8][CH2:14][S:11]([OH:13])(=[O:12])=[O:10])[CH:5]([CH3:7])[CH3:6]. The catalyst class is: 30. (5) Reactant: [Cl:1][C:2]1[CH:9]=[C:8]([N:10]([CH2:25][CH3:26])[CH:11]2[CH2:16][CH2:15][CH:14]=[C:13]([C:17]3[CH:18]=[N:19][CH:20]=[C:21]([O:23][CH3:24])[CH:22]=3)[CH2:12]2)[CH:7]=[CH:6][C:3]=1[C:4]#[N:5]. Product: [Cl:1][C:2]1[CH:9]=[C:8]([N:10]([CH2:25][CH3:26])[CH:11]2[CH2:16][CH2:15][CH2:14][CH:13]([C:17]3[CH:18]=[N:19][CH:20]=[C:21]([O:23][CH3:24])[CH:22]=3)[CH2:12]2)[CH:7]=[CH:6][C:3]=1[C:4]#[N:5]. The catalyst class is: 14. (6) Reactant: [CH:1]1([C:4]2[CH:8]=[C:7]([CH:9]3[CH2:11][CH2:10]3)[N:6]([C:12]3[CH:17]=[CH:16][C:15]([NH:18][C:19](=[O:26])[C:20]4[CH:25]=[CH:24][N:23]=[CH:22][CH:21]=4)=[CH:14][C:13]=3[F:27])[N:5]=2)[CH2:3][CH2:2]1.C(O)(=O)C1C=CN=CC=1.[ClH:37]. Product: [ClH:37].[CH:1]1([C:4]2[CH:8]=[C:7]([CH:9]3[CH2:11][CH2:10]3)[N:6]([C:12]3[CH:17]=[CH:16][C:15]([NH:18][C:19](=[O:26])[C:20]4[CH:25]=[CH:24][N:23]=[CH:22][CH:21]=4)=[CH:14][C:13]=3[F:27])[N:5]=2)[CH2:2][CH2:3]1. The catalyst class is: 165. (7) Reactant: [O:1]1[C:5]2([CH2:10][CH2:9][CH2:8][CH2:7][CH2:6]2)[O:4][CH2:3][C@@H:2]1[CH:11]=O.Cl.[OH:14][NH2:15].C(=O)([O-])[O-].[Na+].[Na+].C(OCC)(=O)C. Product: [O:1]1[C:5]2([CH2:10][CH2:9][CH2:8][CH2:7][CH2:6]2)[O:4][CH2:3][C@@H:2]1[CH:11]=[N:15][OH:14]. The catalyst class is: 1. (8) Product: [C:1]([C:3]1[CH:4]=[C:5]([N:9]([CH3:22])[C:10](=[O:19])[C:11]2[CH:12]=[CH:13][C:14]([O:17][CH3:18])=[CH:15][CH:16]=2)[CH:6]=[CH:7][CH:8]=1)#[N:2]. Reactant: [C:1]([C:3]1[CH:4]=[C:5]([NH:9][C:10](=[O:19])[C:11]2[CH:16]=[CH:15][C:14]([O:17][CH3:18])=[CH:13][CH:12]=2)[CH:6]=[CH:7][CH:8]=1)#[N:2].[H-].[Na+].[CH3:22]I.O. The catalyst class is: 1. (9) Reactant: [Cl:1][C:2]1[CH:8]=[C:7]([O:9][C:10]2[C:19]3[C:14](=[CH:15][C:16]([O:22][CH3:23])=[C:17]([O:20][CH3:21])[CH:18]=3)[N:13]=[CH:12][N:11]=2)[CH:6]=[CH:5][C:3]=1[NH2:4].ClC(Cl)(O[C:28](=[O:34])OC(Cl)(Cl)Cl)Cl.Cl.[CH2:37]([NH2:40])[CH:38]=[CH2:39].C(=O)([O-])O.[Na+]. Product: [CH2:37]([NH:40][C:28]([NH:4][C:3]1[CH:5]=[CH:6][C:7]([O:9][C:10]2[C:19]3[C:14](=[CH:15][C:16]([O:22][CH3:23])=[C:17]([O:20][CH3:21])[CH:18]=3)[N:13]=[CH:12][N:11]=2)=[CH:8][C:2]=1[Cl:1])=[O:34])[CH:38]=[CH2:39]. The catalyst class is: 542. (10) Reactant: [CH:1]([NH2:4])([CH3:3])[CH3:2].C[Al](C)C.C([O:11][C:12]([C:14]1[CH:19]=[CH:18][C:17]([O:20][CH2:21][C:22]2[C:23]([C:28]3[CH:33]=[CH:32][CH:31]=[CH:30][CH:29]=3)=[N:24][O:25][C:26]=2[CH3:27])=[CH:16][N:15]=1)=O)C.[C@H](O)(C([O-])=O)[C@@H](O)C([O-])=O.[Na+].[K+]. Product: [CH:1]([NH:4][C:12]([C:14]1[CH:19]=[CH:18][C:17]([O:20][CH2:21][C:22]2[C:23]([C:28]3[CH:33]=[CH:32][CH:31]=[CH:30][CH:29]=3)=[N:24][O:25][C:26]=2[CH3:27])=[CH:16][N:15]=1)=[O:11])([CH3:3])[CH3:2]. The catalyst class is: 38.